Dataset: NCI-60 drug combinations with 297,098 pairs across 59 cell lines. Task: Regression. Given two drug SMILES strings and cell line genomic features, predict the synergy score measuring deviation from expected non-interaction effect. (1) Cell line: SK-OV-3. Synergy scores: CSS=12.1, Synergy_ZIP=-5.30, Synergy_Bliss=-4.10, Synergy_Loewe=-5.81, Synergy_HSA=-0.883. Drug 2: COCCOC1=C(C=C2C(=C1)C(=NC=N2)NC3=CC=CC(=C3)C#C)OCCOC.Cl. Drug 1: C1CCC(C(C1)N)N.C(=O)(C(=O)[O-])[O-].[Pt+4]. (2) Drug 1: CC1CC2C3CCC4=CC(=O)C=CC4(C3(C(CC2(C1(C(=O)CO)O)C)O)F)C. Drug 2: CC1CCC2CC(C(=CC=CC=CC(CC(C(=O)C(C(C(=CC(C(=O)CC(OC(=O)C3CCCCN3C(=O)C(=O)C1(O2)O)C(C)CC4CCC(C(C4)OC)OP(=O)(C)C)C)C)O)OC)C)C)C)OC. Cell line: NCIH23. Synergy scores: CSS=34.3, Synergy_ZIP=5.62, Synergy_Bliss=7.62, Synergy_Loewe=-6.71, Synergy_HSA=9.02. (3) Cell line: NCI-H460. Synergy scores: CSS=54.9, Synergy_ZIP=3.90, Synergy_Bliss=3.49, Synergy_Loewe=0.551, Synergy_HSA=2.47. Drug 2: CC(C)(C#N)C1=CC(=CC(=C1)CN2C=NC=N2)C(C)(C)C#N. Drug 1: C1CN1C2=NC(=NC(=N2)N3CC3)N4CC4. (4) Drug 1: CN(C(=O)NC(C=O)C(C(C(CO)O)O)O)N=O. Drug 2: CC1C(C(CC(O1)OC2CC(CC3=C2C(=C4C(=C3O)C(=O)C5=C(C4=O)C(=CC=C5)OC)O)(C(=O)CO)O)N)O.Cl. Cell line: RPMI-8226. Synergy scores: CSS=47.2, Synergy_ZIP=0.0674, Synergy_Bliss=-0.871, Synergy_Loewe=-1.13, Synergy_HSA=2.15. (5) Drug 1: C1=NC2=C(N1)C(=S)N=C(N2)N. Drug 2: CCC(=C(C1=CC=CC=C1)C2=CC=C(C=C2)OCCN(C)C)C3=CC=CC=C3.C(C(=O)O)C(CC(=O)O)(C(=O)O)O. Cell line: MDA-MB-231. Synergy scores: CSS=6.63, Synergy_ZIP=-8.54, Synergy_Bliss=-3.70, Synergy_Loewe=-10.2, Synergy_HSA=-3.62. (6) Drug 1: CC1=CC2C(CCC3(C2CCC3(C(=O)C)OC(=O)C)C)C4(C1=CC(=O)CC4)C. Drug 2: CN(CCCl)CCCl.Cl. Cell line: SK-MEL-5. Synergy scores: CSS=4.74, Synergy_ZIP=3.94, Synergy_Bliss=5.87, Synergy_Loewe=-15.0, Synergy_HSA=-4.09.